This data is from Full USPTO retrosynthesis dataset with 1.9M reactions from patents (1976-2016). The task is: Predict the reactants needed to synthesize the given product. (1) Given the product [CH:15]([N:11]1[CH:10]([CH3:18])[C@@H:9]2[CH2:14][C@H:12]1[CH2:13][NH:8]2)([CH3:17])[CH3:16], predict the reactants needed to synthesize it. The reactants are: C(OC([N:8]1[CH2:13][C@@H:12]2[CH2:14][C@H:9]1[CH:10]([CH3:18])[N:11]2[CH:15]([CH3:17])[CH3:16])=O)(C)(C)C.CO.Cl. (2) The reactants are: [CH3:1][O:2][C:3]1[CH:4]=[N:5][CH:6]=[C:7]([O:9][CH3:10])[CH:8]=1.[CH2:11]([Li])[CH2:12][CH2:13]C.CCCCCC.CN(C=[O:26])C.[H-].[Na+].C1C[O:32][CH2:31][CH2:30]1. Given the product [CH2:31]([O:32][C:13](=[O:26])[CH:12]=[CH:11][C:8]1[C:7]([O:9][CH3:10])=[CH:6][N:5]=[CH:4][C:3]=1[O:2][CH3:1])[CH3:30], predict the reactants needed to synthesize it. (3) Given the product [CH3:24][CH:22]1[NH:23][CH:18]([CH3:17])[CH2:19][N:20]([C:2]2[CH:7]=[CH:6][C:5]([N+:8]([O-:10])=[O:9])=[CH:4][CH:3]=2)[CH2:21]1, predict the reactants needed to synthesize it. The reactants are: F[C:2]1[CH:7]=[CH:6][C:5]([N+:8]([O-:10])=[O:9])=[CH:4][CH:3]=1.C(=O)([O-])[O-].[K+].[K+].[CH3:17][CH:18]1[NH:23][CH:22]([CH3:24])[CH2:21][NH:20][CH2:19]1.